This data is from Catalyst prediction with 721,799 reactions and 888 catalyst types from USPTO. The task is: Predict which catalyst facilitates the given reaction. Reactant: [NH2:1][C:2]1[C:11]2[N:10]=[CH:9][C:8]([CH2:12][CH2:13][C:14]3[CH:19]=[CH:18][C:17]([OH:20])=[CH:16][CH:15]=3)=[CH:7][C:6]=2[C:5]2[CH:21]=[CH:22][C:23]([CH3:25])=[CH:24][C:4]=2[N:3]=1.C(N(CC)CC)C.Cl[C:34]([O:36][CH2:37][CH3:38])=[O:35]. The catalyst class is: 46. Product: [C:34](=[O:35])([O:36][CH2:37][CH3:38])[O:20][C:17]1[CH:16]=[CH:15][C:14]([CH2:13][CH2:12][C:8]2[CH:9]=[N:10][C:11]3[C:2]([NH2:1])=[N:3][C:4]4[CH:24]=[C:23]([CH3:25])[CH:22]=[CH:21][C:5]=4[C:6]=3[CH:7]=2)=[CH:19][CH:18]=1.